The task is: Predict the reactants needed to synthesize the given product.. This data is from Full USPTO retrosynthesis dataset with 1.9M reactions from patents (1976-2016). (1) Given the product [F:8][C:6]1[CH:5]=[C:4]([C@@H:9]2[CH2:10][N:11]([C:43]([O:45][C:46]([CH3:47])([CH3:48])[CH3:49])=[O:44])[C:12]([CH3:13])([CH3:16])[C:17](=[O:25])[N:18]2[CH2:19][C:20]([O:22][CH2:23][CH3:24])=[O:21])[CH:3]=[C:2]([F:1])[CH:7]=1, predict the reactants needed to synthesize it. The reactants are: [F:1][C:2]1[CH:3]=[C:4]([CH:9]2[N:18]([CH2:19][C:20]([O:22][CH2:23][CH3:24])=[O:21])[C:17](=[O:25])[C:12]3([CH2:16]CC[CH2:13]3)[NH:11][CH2:10]2)[CH:5]=[C:6]([F:8])[CH:7]=1.C(N(CC)C(C)C)(C)C.[C:43](O[C:43]([O:45][C:46]([CH3:49])([CH3:48])[CH3:47])=[O:44])([O:45][C:46]([CH3:49])([CH3:48])[CH3:47])=[O:44]. (2) Given the product [NH2:1][C:2]1[CH:7]=[CH:6][C:5]([O:8][S:9]([C:12]2[CH:17]=[CH:16][C:15]([N:22]3[CH:26]=[CH:25][N:24]=[CH:23]3)=[CH:14][CH:13]=2)(=[O:11])=[O:10])=[CH:4][C:3]=1[N+:19]([O-:21])=[O:20], predict the reactants needed to synthesize it. The reactants are: [NH2:1][C:2]1[CH:7]=[CH:6][C:5]([O:8][S:9]([C:12]2[CH:17]=[CH:16][C:15](F)=[CH:14][CH:13]=2)(=[O:11])=[O:10])=[CH:4][C:3]=1[N+:19]([O-:21])=[O:20].[NH:22]1[CH:26]=[CH:25][N:24]=[CH:23]1. (3) Given the product [Br:1][C:2]1[CH:3]=[C:4]([F:9])[C:5]([CH:11]([C:12]([O:14][CH2:15][CH3:16])=[O:13])[C:10]([O:18][C:19]([CH3:22])([CH3:20])[CH3:21])=[O:17])=[N:6][CH:7]=1, predict the reactants needed to synthesize it. The reactants are: [Br:1][C:2]1[CH:3]=[C:4]([F:9])[C:5](F)=[N:6][CH:7]=1.[C:10]([O:18][C:19]([CH3:22])([CH3:21])[CH3:20])(=[O:17])[CH2:11][C:12]([O:14][CH2:15][CH3:16])=[O:13].C([O-])([O-])=O.[Cs+].[Cs+]. (4) The reactants are: Br[C:2]1[N:6]([CH:7]([CH3:9])[CH3:8])[C:5]2[CH:10]([C:25]3[CH:30]=[CH:29][C:28]([Cl:31])=[CH:27][CH:26]=3)[N:11]([C:14]3[CH:15]=[C:16]([CH3:24])[C:17]4[O:21][N:20]=[C:19]([CH3:22])[C:18]=4[CH:23]=3)[C:12](=[O:13])[C:4]=2[N:3]=1.[CH3:32][O:33][C:34]1[N:39]=[C:38]([O:40][CH3:41])[C:37](B(O)O)=[CH:36][N:35]=1.CCOC(C)=O.CO. Given the product [Cl:31][C:28]1[CH:29]=[CH:30][C:25]([CH:10]2[C:5]3[N:6]([CH:7]([CH3:9])[CH3:8])[C:2]([C:37]4[C:38]([O:40][CH3:41])=[N:39][C:34]([O:33][CH3:32])=[N:35][CH:36]=4)=[N:3][C:4]=3[C:12](=[O:13])[N:11]2[C:14]2[CH:15]=[C:16]([CH3:24])[C:17]3[O:21][N:20]=[C:19]([CH3:22])[C:18]=3[CH:23]=2)=[CH:26][CH:27]=1, predict the reactants needed to synthesize it. (5) Given the product [NH2:17][C:12]1[NH:13][N:14]=[C:15]([CH3:16])[C:11]=1[C:9]1[S:10][C:6]2[CH:5]=[CH:4][C:3]([OH:2])=[CH:18][C:7]=2[N:8]=1, predict the reactants needed to synthesize it. The reactants are: C[O:2][C:3]1[CH:4]=[CH:5][C:6]2[S:10][C:9]([C:11]3[C:15]([CH3:16])=[N:14][NH:13][C:12]=3[NH2:17])=[N:8][C:7]=2[CH:18]=1.BrB(Br)Br.C(=O)([O-])[O-].[Na+].[Na+]. (6) Given the product [CH2:18]([NH:21][C:4]1[C:5]2[S:10][CH:9]=[C:8]([C:11]3[CH:16]=[CH:15][CH:14]=[CH:13][CH:12]=3)[C:6]=2[N:7]=[C:2]([Cl:1])[N:3]=1)[CH:19]=[CH2:20], predict the reactants needed to synthesize it. The reactants are: [Cl:1][C:2]1[N:3]=[C:4](Cl)[C:5]2[S:10][CH:9]=[C:8]([C:11]3[CH:16]=[CH:15][CH:14]=[CH:13][CH:12]=3)[C:6]=2[N:7]=1.[CH2:18]([NH2:21])[CH:19]=[CH2:20]. (7) Given the product [C:12]([O:16][C:17]([N:19]1[CH2:20][CH:21]=[C:22]([C:8]2[S:9][CH:10]=[C:6]([C:4]([O:3][CH2:1][CH3:2])=[O:5])[CH:7]=2)[CH2:23][CH2:24]1)=[O:18])([CH3:15])([CH3:13])[CH3:14], predict the reactants needed to synthesize it. The reactants are: [CH2:1]([O:3][C:4]([C:6]1[CH:7]=[C:8](Br)[S:9][CH:10]=1)=[O:5])[CH3:2].[C:12]([O:16][C:17]([N:19]1[CH2:24][CH:23]=[C:22](B2CC(C)(C)C(C)(C)C2)[CH2:21][CH2:20]1)=[O:18])([CH3:15])([CH3:14])[CH3:13].O.C(=O)([O-])[O-].[Cs+].[Cs+]. (8) Given the product [Br:1][C:2]1[CH:3]=[C:4]2[C:8](=[CH:9][CH:10]=1)[N:7]([CH:20]([CH3:21])[CH2:19][C:18]#[N:25])[C:6](=[O:11])[C:5]12[O:16][CH2:15][CH2:14][CH2:13][O:12]1, predict the reactants needed to synthesize it. The reactants are: [Br:1][C:2]1[CH:3]=[C:4]2[C:8](=[CH:9][CH:10]=1)[NH:7][C:6](=[O:11])[C:5]12[O:16][CH2:15][CH2:14][CH2:13][O:12]1.[OH-].[CH2:18]([N+:25](C)(C)C)[C:19]1C=CC=[CH:21][CH:20]=1.CCO. (9) The reactants are: [OH:1][CH2:2][CH2:3][CH2:4][CH2:5][C@H:6]([NH:15][C:16]([NH:18][C:19]1[CH:24]=[CH:23][CH:22]=[CH:21][CH:20]=1)=[O:17])[C:7](=[O:14])[N:8]1[CH2:13][CH2:12][CH2:11][CH2:10][CH2:9]1.O1CCCC1.CCN(CC)CC.[CH3:37][S:38](Cl)(=[O:40])=[O:39]. Given the product [CH3:37][S:38]([O:1][CH2:2][CH2:3][CH2:4][CH2:5][C@H:6]([NH:15][C:16]([NH:18][C:19]1[CH:20]=[CH:21][CH:22]=[CH:23][CH:24]=1)=[O:17])[C:7](=[O:14])[N:8]1[CH2:9][CH2:10][CH2:11][CH2:12][CH2:13]1)(=[O:40])=[O:39], predict the reactants needed to synthesize it.